Task: Predict the product of the given reaction.. Dataset: Forward reaction prediction with 1.9M reactions from USPTO patents (1976-2016) The product is: [CH:5]1([N:11]=[C:1]=[O:2])[CH2:10][CH2:9][CH2:8][CH2:7][CH2:6]1. Given the reactants [C:1](Cl)(Cl)=[O:2].[CH:5]1([NH2:11])[CH2:10][CH2:9][CH2:8][CH2:7][CH2:6]1, predict the reaction product.